This data is from Reaction yield outcomes from USPTO patents with 853,638 reactions. The task is: Predict the reaction yield, written as a fraction of the theoretical maximum amount of product (1.0 means a 100% yield; for example, 0.34 means a 34% yield). (1) The reactants are [CH3:1][C@H:2]([NH:7][C:8]([C:10]1[C:18]2[C:13](=[N:14][CH:15]=[C:16](Br)[N:17]=2)[N:12]([CH2:20][O:21][CH2:22][CH2:23][Si:24]([CH3:27])([CH3:26])[CH3:25])[CH:11]=1)=[O:9])[C:3]([CH3:6])([CH3:5])[CH3:4].[Cl:28][C:29]1[CH:30]=[C:31]2[C:35](=[CH:36][CH:37]=1)[N:34]([CH3:38])[N:33]=[C:32]2[Sn](CCCC)(CCCC)CCCC. The catalyst is CN(C=O)C.C1C=CC([P]([Pd]([P](C2C=CC=CC=2)(C2C=CC=CC=2)C2C=CC=CC=2)([P](C2C=CC=CC=2)(C2C=CC=CC=2)C2C=CC=CC=2)[P](C2C=CC=CC=2)(C2C=CC=CC=2)C2C=CC=CC=2)(C2C=CC=CC=2)C2C=CC=CC=2)=CC=1.[Cu]I. The product is [CH3:1][C@H:2]([NH:7][C:8]([C:10]1[C:18]2[C:13](=[N:14][CH:15]=[C:16]([C:32]3[C:31]4[C:35](=[CH:36][CH:37]=[C:29]([Cl:28])[CH:30]=4)[N:34]([CH3:38])[N:33]=3)[N:17]=2)[N:12]([CH2:20][O:21][CH2:22][CH2:23][Si:24]([CH3:27])([CH3:26])[CH3:25])[CH:11]=1)=[O:9])[C:3]([CH3:6])([CH3:5])[CH3:4]. The yield is 0.820. (2) The reactants are [CH3:1][CH2:2][C@@H:3]([C@H:5]([N:36]([C:38]([C@@H:40]([NH:44][C:45]([C@@H:47]([N:51]([CH3:53])[CH3:52])[CH:48]([CH3:50])[CH3:49])=[O:46])[CH:41]([CH3:43])[CH3:42])=[O:39])[CH3:37])[C@H:6]([O:34][CH3:35])[CH2:7][C:8]([N:10]1[C@H:14]([C@H:15]([O:32][CH3:33])[C@H:16]([C:18]([NH:20][C@H:21]([C:29]([OH:31])=[O:30])[CH2:22][C:23]2[CH:28]=[CH:27][CH:26]=[CH:25][CH:24]=2)=[O:19])[CH3:17])[CH2:13][CH2:12][CH2:11]1)=[O:9])[CH3:4].CN(C(ON1N=NC2C=CC=NC1=2)=[N+](C)C)C.F[P-](F)(F)(F)(F)F.C(N(C(C)C)CC)(C)C.[NH2:87][CH2:88][CH2:89][CH2:90][OH:91]. The catalyst is CN(C=O)C. The product is [CH3:1][CH2:2][C@@H:3]([C@H:5]([N:36]([C:38]([C@@H:40]([NH:44][C:45]([C@@H:47]([N:51]([CH3:53])[CH3:52])[CH:48]([CH3:50])[CH3:49])=[O:46])[CH:41]([CH3:43])[CH3:42])=[O:39])[CH3:37])[C@H:6]([O:34][CH3:35])[CH2:7][C:8]([N:10]1[C@H:14]([C@H:15]([O:32][CH3:33])[C@H:16]([C:18]([NH:20][C@H:21]([C:29]([OH:31])=[O:30])[CH2:22][C:23]2[CH:28]=[CH:27][CH:26]=[CH:25][CH:24]=2)=[O:19])[CH3:17])[CH2:13][CH2:12][CH2:11]1)=[O:9])[CH3:4].[OH:91][CH2:90][CH2:89][CH2:88][NH-:87]. The yield is 0.680.